From a dataset of Catalyst prediction with 721,799 reactions and 888 catalyst types from USPTO. Predict which catalyst facilitates the given reaction. Reactant: [H-].[Al+3].[Li+].[H-].[H-].[H-].[Si:7]([O:24][CH:25]1[CH2:30][CH2:29][CH:28]([C:31](OCC)=[O:32])[CH2:27][CH2:26]1)([C:20]([CH3:23])([CH3:22])[CH3:21])([C:14]1[CH:19]=[CH:18][CH:17]=[CH:16][CH:15]=1)[C:8]1[CH:13]=[CH:12][CH:11]=[CH:10][CH:9]=1.O.[OH-].[Na+]. Product: [Si:7]([O:24][CH:25]1[CH2:26][CH2:27][CH:28]([CH2:31][OH:32])[CH2:29][CH2:30]1)([C:20]([CH3:23])([CH3:22])[CH3:21])([C:14]1[CH:19]=[CH:18][CH:17]=[CH:16][CH:15]=1)[C:8]1[CH:9]=[CH:10][CH:11]=[CH:12][CH:13]=1. The catalyst class is: 1.